This data is from Catalyst prediction with 721,799 reactions and 888 catalyst types from USPTO. The task is: Predict which catalyst facilitates the given reaction. (1) Reactant: [Cl:1][C:2]1[CH:7]=[C:6]([C:8]2[CH:13]=[N:12][CH:11]=[C:10]([CH3:14])[N:9]=2)[CH:5]=[CH:4][C:3]=1[C:15]1[C:26](=[O:27])[N:25]([CH2:28][CH2:29][N:30]2[CH2:35][CH2:34][N:33]([CH3:36])[CH2:32][CH2:31]2)[C:18]2[N:19]=[C:20]([S:23][CH3:24])[N:21]=[CH:22][C:17]=2[CH:16]=1.C1C=C(Cl)C=C(C(OO)=[O:45])C=1. Product: [Cl:1][C:2]1[CH:7]=[C:6]([C:8]2[CH:13]=[N:12][CH:11]=[C:10]([CH3:14])[N:9]=2)[CH:5]=[CH:4][C:3]=1[C:15]1[C:26](=[O:27])[N:25]([CH2:28][CH2:29][N:30]2[CH2:31][CH2:32][N:33]([CH3:36])[CH2:34][CH2:35]2)[C:18]2[N:19]=[C:20]([S:23]([CH3:24])=[O:45])[N:21]=[CH:22][C:17]=2[CH:16]=1. The catalyst class is: 2. (2) Reactant: [CH2:1]([O:3][C:4]([N:6]1[CH2:12][CH2:11][C:10]2[CH:13]=[C:14](N)[CH:15]=[CH:16][C:9]=2[CH2:8][CH2:7]1)=[O:5])[CH3:2].[OH:18]S(O)(=O)=O.N([O-])=O.[Na+].C1COCC1. Product: [CH2:1]([O:3][C:4]([N:6]1[CH2:12][CH2:11][C:10]2[CH:13]=[C:14]([OH:18])[CH:15]=[CH:16][C:9]=2[CH2:8][CH2:7]1)=[O:5])[CH3:2]. The catalyst class is: 6. (3) Reactant: F[C:2]1[CH:3]=[CH:4][C:5]([N+:9]([O-:11])=[O:10])=[C:6]([OH:8])[CH:7]=1.[CH3:12][O-:13].[Na+].Cl. The catalyst class is: 5. Product: [CH3:12][O:13][C:2]1[CH:3]=[CH:4][C:5]([N+:9]([O-:11])=[O:10])=[C:6]([OH:8])[CH:7]=1. (4) Reactant: [Cl:1][C:2]1[CH:7]=[C:6]([Cl:8])[N:5]=[C:4]([NH2:9])[N:3]=1.[C:10](Cl)(=[O:12])[CH3:11].O. Product: [Cl:1][C:2]1[CH:7]=[C:6]([Cl:8])[N:5]=[C:4]([NH:9][C:10](=[O:12])[CH3:11])[N:3]=1. The catalyst class is: 15.